From a dataset of Forward reaction prediction with 1.9M reactions from USPTO patents (1976-2016). Predict the product of the given reaction. (1) Given the reactants [CH3:1][O:2][C:3]([C@@:5]1([C:11]2[CH:16]=[CH:15][CH:14]=[C:13]([F:17])[C:12]=2[CH3:18])[CH2:9][CH2:8][C@@H:7]([OH:10])[CH2:6]1)=[O:4].CC(OI1(OC(C)=O)(OC(C)=O)OC(=O)C2C=CC=CC1=2)=O, predict the reaction product. The product is: [CH3:1][O:2][C:3]([C@:5]1([C:11]2[CH:16]=[CH:15][CH:14]=[C:13]([F:17])[C:12]=2[CH3:18])[CH2:9][CH2:8][C:7](=[O:10])[CH2:6]1)=[O:4]. (2) Given the reactants [Cl:1][CH2:2][CH2:3][CH2:4][C:5]([C:7]1[CH:12]=[CH:11][C:10]([CH2:13][C:14]([OH:16])=O)=[CH:9][CH:8]=1)=[O:6].[N:17]1(C(N)=O)[CH2:21]CC[CH2:18]1, predict the reaction product. The product is: [CH3:18][N:17]([CH3:21])[C:14](=[O:16])[CH2:13][C:10]1[CH:11]=[CH:12][C:7]([C:5](=[O:6])[CH2:4][CH2:3][CH2:2][Cl:1])=[CH:8][CH:9]=1. (3) Given the reactants [Cl:1][C:2]1[CH:3]=[C:4]([CH:8]=[CH:9][C:10]=1[N:11]([CH3:28])[C:12]([C:14]1[S:27][C:17]2[C:18]3[CH:26]=[CH:25][CH:24]=[CH:23][C:19]=3[O:20][CH2:21][CH2:22][C:16]=2[CH:15]=1)=[O:13])[C:5](O)=[O:6].[CH3:29][NH2:30], predict the reaction product. The product is: [Cl:1][C:2]1[CH:3]=[C:4]([C:5](=[O:6])[NH:30][CH3:29])[CH:8]=[CH:9][C:10]=1[N:11]([CH3:28])[C:12]([C:14]1[S:27][C:17]2[C:18]3[CH:26]=[CH:25][CH:24]=[CH:23][C:19]=3[O:20][CH2:21][CH2:22][C:16]=2[CH:15]=1)=[O:13]. (4) Given the reactants [OH:1][C:2]#[C:3][CH2:4][CH2:5][CH2:6][C:7]1[N:8]([CH2:23][C:24]2[C:33]3[C:28](=[CH:29][CH:30]=[CH:31][CH:32]=3)[CH:27]=[CH:26][CH:25]=2)[CH:9]=[C:10]2[C:15]=1[C:14](=[O:16])[N:13]([CH3:17])[C:12](=[O:18])[N:11]2[CH2:19][CH:20]([CH3:22])[CH3:21].[H][H], predict the reaction product. The product is: [OH:1][CH2:2][CH2:3][CH2:4][CH2:5][CH2:6][C:7]1[N:8]([CH2:23][C:24]2[C:33]3[C:28](=[CH:29][CH:30]=[CH:31][CH:32]=3)[CH:27]=[CH:26][CH:25]=2)[CH:9]=[C:10]2[C:15]=1[C:14](=[O:16])[N:13]([CH3:17])[C:12](=[O:18])[N:11]2[CH2:19][CH:20]([CH3:22])[CH3:21]. (5) Given the reactants ClC1C=CC([N:8]([C:18](=O)[C:19]2[CH:24]=[CH:23]C(Cl)=CC=2Cl)C2SC(C)=C(C(O)=O)N=2)=CC=1.[Cl:28][C:29]1[CH:56]=[C:55]([Cl:57])[CH:54]=[CH:53][C:30]=1[C:31]([N:33]([C:43]1[CH:48]=[CH:47][C:46]([O:49][CH3:50])=[C:45]([O:51][CH3:52])[CH:44]=1)[C:34]1[S:35][C:36]([CH3:42])=[C:37]([C:39](O)=[O:40])[N:38]=1)=[O:32], predict the reaction product. The product is: [Cl:28][C:29]1[CH:56]=[C:55]([Cl:57])[CH:54]=[CH:53][C:30]=1[C:31]([N:33]([C:43]1[CH:48]=[CH:47][C:46]([O:49][CH3:50])=[C:45]([O:51][CH3:52])[CH:44]=1)[C:34]1[S:35][C:36]([CH3:42])=[C:37]([C:39]([N:8]2[CH2:18][CH2:19][CH2:24][CH2:23]2)=[O:40])[N:38]=1)=[O:32]. (6) Given the reactants Cl[C:2]1[C:7]([C:8]([N:10]([CH2:32][CH:33]([CH3:35])[CH3:34])[C@H:11]2[CH2:16][C@@H:15]([C:17]([N:19]3[CH2:24][CH2:23][O:22][CH2:21][CH2:20]3)=[O:18])[CH2:14][N:13]([C:25]([O:27][C:28]([CH3:31])([CH3:30])[CH3:29])=[O:26])[CH2:12]2)=[O:9])=[CH:6][N:5]=[C:4]2[CH:36]=[CH:37][S:38][C:3]=12.[CH3:39][O:40][CH2:41][CH2:42][CH2:43][NH2:44].C(N(C(C)C)CC)(C)C.O, predict the reaction product. The product is: [CH3:39][O:40][CH2:41][CH2:42][CH2:43][NH:44][C:2]1[C:7]([C:8]([N:10]([CH2:32][CH:33]([CH3:35])[CH3:34])[C@H:11]2[CH2:16][C@@H:15]([C:17]([N:19]3[CH2:24][CH2:23][O:22][CH2:21][CH2:20]3)=[O:18])[CH2:14][N:13]([C:25]([O:27][C:28]([CH3:30])([CH3:29])[CH3:31])=[O:26])[CH2:12]2)=[O:9])=[CH:6][N:5]=[C:4]2[CH:36]=[CH:37][S:38][C:3]=12. (7) Given the reactants CO[N:3]=[C:4]1[CH2:9][C@@H:8]([C:10]2[CH:15]=[CH:14][CH:13]=[CH:12][CH:11]=2)[O:7][C@@H:6](C2C=C(C=CC=2)C(OC)=O)[CH2:5]1.CO.[H][H].N[C@@H]1C[C@@H](C2C=CC=CC=2)O[C@@H]([C:43]2[CH:44]=[C:45]([CH:50]=[CH:51][CH:52]=2)[C:46]([O:48][CH3:49])=[O:47])C1.N[C@H]1C[C@@H](C2C=CC=CC=2)O[C@@H](C2C=C(C=CC=2)C(OC)=O)C1.[F:76][C:77]1([F:92])[O:81][C:80]2[CH:82]=[CH:83][C:84]([C:86]3([C:89](O)=[O:90])[CH2:88][CH2:87]3)=[CH:85][C:79]=2[O:78]1.F[P-](F)(F)(F)(F)F.CN(C(N(C)C)=[N+]1C2C(=NC=CC=2)[N+]([O-])=N1)C.C(N(C(C)C)C(C)C)C, predict the reaction product. The product is: [F:92][C:77]1([F:76])[O:81][C:80]2[CH:82]=[CH:83][C:84]([C:86]3([C:89]([NH:3][C@@H:4]4[CH2:9][C@@H:8]([C:10]5[CH:15]=[CH:14][CH:13]=[CH:12][CH:11]=5)[O:7][C@@H:6]([C:51]5[CH:50]=[C:45]([CH:44]=[CH:43][CH:52]=5)[C:46]([O:48][CH3:49])=[O:47])[CH2:5]4)=[O:90])[CH2:87][CH2:88]3)=[CH:85][C:79]=2[O:78]1. (8) The product is: [NH2:8][C:5]1[CH:6]=[CH:7][C:2]([CH3:1])=[C:3]([CH2:11][C:13]2[CH:18]=[CH:17][C:16]([O:19][CH3:20])=[CH:15][CH:14]=2)[CH:4]=1. Given the reactants [CH3:1][C:2]1[CH:7]=[CH:6][C:5]([N+:8]([O-])=O)=[CH:4][C:3]=1[C:11]([C:13]1[CH:18]=[CH:17][C:16]([O:19][CH3:20])=[CH:15][CH:14]=1)=O.NC1C=CC(C)=C(C(C2C=CC(OC)=CC=2)=O)C=1.NC1C=CC(C)=C(C(C2C=CC(OC)=CC=2)O)C=1, predict the reaction product. (9) Given the reactants [Cl:1][C:2]1[N:3]=[C:4]([C:9]([NH:11][C@H:12]2[CH2:17][CH2:16][NH:15][CH2:14][C@H:13]2[NH:18][CH2:19][CH2:20][CH3:21])=[O:10])[NH:5][C:6]=1[CH2:7][CH3:8].Br[C:23]1[S:24][C:25]([C:29]([O:31][CH2:32][CH3:33])=[O:30])=[C:26]([CH3:28])[N:27]=1.C(=O)([O-])[O-].[Na+].[Na+], predict the reaction product. The product is: [Cl:1][C:2]1[N:3]=[C:4]([C:9]([NH:11][C@H:12]2[CH2:17][CH2:16][N:15]([C:23]3[S:24][C:25]([C:29]([O:31][CH2:32][CH3:33])=[O:30])=[C:26]([CH3:28])[N:27]=3)[CH2:14][C@H:13]2[NH:18][CH2:19][CH2:20][CH3:21])=[O:10])[NH:5][C:6]=1[CH2:7][CH3:8]. (10) Given the reactants Br[C:2]1[CH:22]=[CH:21][C:5]2[NH:6][C:7]([CH2:9][O:10][C:11]3[CH:16]=[CH:15][C:14]([C:17]([F:20])([F:19])[F:18])=[CH:13][CH:12]=3)=[N:8][C:4]=2[CH:3]=1.[CH3:23][S:24]([C:27]1[CH:32]=[CH:31][CH:30]=[CH:29][C:28]=1B(O)O)(=[O:26])=[O:25].C(=O)([O-])[O-].[Na+].[Na+], predict the reaction product. The product is: [CH3:23][S:24]([C:27]1[CH:32]=[CH:31][CH:30]=[CH:29][C:28]=1[C:2]1[CH:22]=[CH:21][C:5]2[NH:6][C:7]([CH2:9][O:10][C:11]3[CH:16]=[CH:15][C:14]([C:17]([F:20])([F:19])[F:18])=[CH:13][CH:12]=3)=[N:8][C:4]=2[CH:3]=1)(=[O:26])=[O:25].